This data is from Retrosynthesis with 50K atom-mapped reactions and 10 reaction types from USPTO. The task is: Predict the reactants needed to synthesize the given product. The reactants are: COc1ccc(C=CC=O)cc1.N#CCC#N. Given the product COc1ccc(C=CC=C(C#N)C#N)cc1, predict the reactants needed to synthesize it.